This data is from Experimentally validated miRNA-target interactions with 360,000+ pairs, plus equal number of negative samples. The task is: Binary Classification. Given a miRNA mature sequence and a target amino acid sequence, predict their likelihood of interaction. (1) The miRNA is hsa-let-7a-5p with sequence UGAGGUAGUAGGUUGUAUAGUU. The protein sequence of the target gene is MHFSIPETESRSGDSGGSAYVAYNIHVNGVLHCRVRYSQLLGLHEQLRKEYGANVLPAFPPKKLFSLTPAEVEQRREQLEKYMQAVRQDPLLGSSETFNSFLRRAQQETQQVPTEEVSLEVLLSNGQKVLVNVLTSDQTEDVLEAVAAKLDLPDDLIGYFSLFLVREKEDGAFSFVRKLQEFELPYVSVTSLRSQEYKIVLRKSYWDSAYDDDVMENRVGLNLLYAQTVSDIERGWILVTKEQHRQLKSLQEKVSKKEFLRLAQTLRHYGYLRFDACVADFPEKDCPVVVSAGNSELSLQ.... Result: 1 (interaction). (2) The miRNA is hsa-miR-9-5p with sequence UCUUUGGUUAUCUAGCUGUAUGA. The protein sequence of the target gene is MLLWVQQALLALLLPTLLAQGEARRSRNTTRPALLRLSDYLLTNYRKGVRPVRDWRKPTTVSIDVIVYAILNVDEKNQVLTTYIWYRQYWTDEFLQWNPEDFDNITKLSIPTDSIWVPDILINEFVDVGKSPNIPYVYIRHQGEVQNYKPLQVVTACSLDIYNFPFDVQNCSLTFTSWLHTIQDINISLWRLPEKVKSDRSVFMNQGEWELLGVLPYFREFSMESSNYYAEMKFYVVIRRRPLFYVVSLLLPSIFLMVMDIVGFYLPPNSGERVSFKITLLLGYSVFLIIVSDTLPATAI.... Result: 1 (interaction). (3) The miRNA is hsa-miR-4290 with sequence UGCCCUCCUUUCUUCCCUC. The protein sequence of the target gene is MAASGPGCRSWCLCPEVPSATFFTALLSLLVSGPRLFLLQQPLAPSGLTLKSEALRNWQVYRLVTYIFVYENPISLLCGAIIIWRFAGNFERTVGTVRHCFFTVIFAIFSAIIFLSFEAVSSLSKLGEVEDARGFTPVAFAMLGVTTVRSRMRRALVFGMVVPSVLVPWLLLGASWLIPQTSFLSNVCGLSIGLAYGLTYCYSIDLSERVALKLDQTFPFSLMRRISVFKYVSGSSAERRAAQSRKLNPVPGSYPTQSCHPHLSPSHPVSQTQHASGQKLASWPSCTPGHMPTLPPYQPA.... Result: 0 (no interaction). (4) The miRNA is hsa-miR-4537 with sequence UGAGCCGAGCUGAGCUUAGCUG. The protein sequence of the target gene is MKSVISYALYQVQTGSLPVYSSVLTKSPLQLQTVIYRLIVQIQHLNIPSSSSTHSSPF. Result: 0 (no interaction). (5) The miRNA is hsa-miR-3529-3p with sequence AACAACAAAAUCACUAGUCUUCCA. The protein sequence of the target gene is MADRSLEGMALPLEVRARLAELELELSEGDITQKGYEKKRSKLIGAYLPQPPRVDQALPQERRAPVTPSSASRYHRRRSSGSRDERYRSDVHTEAVQAALAKHKERKMAVPMPSKRRSLVVQTSMDAYTPPDTSSGSEDEGSVQGDSQGTPTSSQGSINMEHWISQAIHGSTTSTTSSSSTQSGGSGAAHRLADVMAQTHIENHSAPPDVTTYTSEHSIQVERPQGSTGSRTAPKYGNAELMETGDGVPVSSRVSAKIQQLVNTLKRPKRPPLREFFVDDFEELLEVQQPDPNQPKPEGA.... Result: 1 (interaction). (6) The miRNA is hsa-miR-3663-3p with sequence UGAGCACCACACAGGCCGGGCGC. The protein sequence of the target gene is MQPPPRKVKVTQELKNIQVEQMTKLQAKHQAECDLLEDMRTFSQKKAAIEREYAQGMQKLASQYLKRDWPGVKADDRNDYRSMYPVWKSFLEGTMQVAQSRMNICENYKNFISEPARTVRSLKEQQLKRCVDQLTKIQTELQETVKDLAKGKKKYFETEQMAHAVREKADIEAKSKLSLFQSRISLQKASVKLKARRSECNSKATHARNDYLLTLAAANAHQDRYYQTDLVNIMKALDGNVYDHLKDYLIAFSRTELETCQAVQNTFQFLLENSSKVVRDYNLQLFLQENAVFHKPQPFQ.... Result: 0 (no interaction).